From a dataset of Reaction yield outcomes from USPTO patents with 853,638 reactions. Predict the reaction yield, written as a fraction of the theoretical maximum amount of product (1.0 means a 100% yield; for example, 0.34 means a 34% yield). (1) The reactants are [CH3:1][C:2]([CH3:9])([CH3:8])[C:3](=O)[CH2:4][C:5]#[N:6].[F:10][C:11]1[CH:16]=[CH:15][C:14]([NH:17][NH2:18])=[CH:13][CH:12]=1.C(O)(=O)C. The catalyst is CCO. The product is [C:2]([C:3]1[CH:4]=[C:5]([NH2:6])[N:17]([C:14]2[CH:15]=[CH:16][C:11]([F:10])=[CH:12][CH:13]=2)[N:18]=1)([CH3:9])([CH3:8])[CH3:1]. The yield is 0.890. (2) The reactants are [CH3:1][C:2]1([CH3:11])[O:6][C@@H:5]([C:7]([O:9]C)=[O:8])[CH2:4][O:3]1.[OH-].[K+:13]. The catalyst is CO.CCOCC. The product is [K+:13].[CH3:1][C:2]1([CH3:11])[O:6][C@@H:5]([C:7]([O-:9])=[O:8])[CH2:4][O:3]1. The yield is 0.940. (3) The reactants are [CH3:1][O:2][C:3]1[CH:4]=[CH:5][C:6]([CH2:30][CH:31]2[CH2:36][CH2:35][NH:34][CH2:33][CH2:32]2)=[C:7]([NH:9][C:10]2[C:11]([NH:20][S:21]([C:24]3[N:25]=[CH:26][N:27]([CH3:29])[CH:28]=3)(=[O:23])=[O:22])=[N:12][C:13]3[C:18]([N:19]=2)=[CH:17][CH:16]=[CH:15][CH:14]=3)[CH:8]=1.[CH3:37][N:38]([CH3:43])[CH2:39][C:40](O)=[O:41].[ClH:44].CN(C)CCCN=C=NCC. The catalyst is CN(C)C1C=CN=CC=1.C(Cl)Cl.CN(C=O)C. The product is [ClH:44].[CH3:37][N:38]([CH3:43])[CH2:39][C:40]([N:34]1[CH2:35][CH2:36][CH:31]([CH2:30][C:6]2[CH:5]=[CH:4][C:3]([O:2][CH3:1])=[CH:8][C:7]=2[NH:9][C:10]2[C:11]([NH:20][S:21]([C:24]3[N:25]=[CH:26][N:27]([CH3:29])[CH:28]=3)(=[O:22])=[O:23])=[N:12][C:13]3[C:18]([N:19]=2)=[CH:17][CH:16]=[CH:15][CH:14]=3)[CH2:32][CH2:33]1)=[O:41]. The yield is 0.440. (4) The reactants are [CH:1]1[C:6]2[CH2:7][C@H:8]3[N:13]([CH2:14][CH:15]4[CH2:17][CH2:16]4)[CH2:12][CH2:11][C@:10]45[C@H:18]([C:20]([CH2:22][CH2:23][C@@:9]34[OH:24])=O)[O:19][C:4]([C:5]=25)=[C:3]([OH:25])[CH:2]=1.Cl.[CH2:27](Br)[C:28]1[CH:33]=[CH:32][CH:31]=[CH:30][CH:29]=1.[C:35]([O-])([O-])=O.[K+].[K+]. The catalyst is CN(C=O)C.Cl. The product is [CH:15]1([CH2:14][N:13]2[CH2:12][CH2:11][C@:10]34[C:5]5[C:4]6[O:19][C@H:18]3[C:20](=[CH2:35])[CH2:22][CH2:23][C@@:9]4([OH:24])[C@H:8]2[CH2:7][C:6]=5[CH:1]=[CH:2][C:3]=6[O:25][CH2:27][C:28]2[CH:33]=[CH:32][CH:31]=[CH:30][CH:29]=2)[CH2:16][CH2:17]1. The yield is 0.700. (5) The reactants are [Cl:1][C:2]1[CH:3]=[C:4]([CH:43]=[CH:44][CH:45]=1)[CH2:5][C:6]1[C:14]2[C:9](=[N:10][CH:11]=[C:12]([C:15]3[CH:20]=[CH:19][C:18]([NH:21][C:22]([N:24]4[CH2:29][CH2:28][O:27][CH2:26][CH2:25]4)=[O:23])=[C:17]([C:30](=[O:34])[N:31]([CH3:33])[CH3:32])[CH:16]=3)[CH:13]=2)[N:8](COC(=O)C(C)(C)C)[N:7]=1.[OH-].[Na+]. The catalyst is O1CCCC1.CO. The product is [Cl:1][C:2]1[CH:3]=[C:4]([CH:43]=[CH:44][CH:45]=1)[CH2:5][C:6]1[C:14]2[C:9](=[N:10][CH:11]=[C:12]([C:15]3[CH:20]=[CH:19][C:18]([NH:21][C:22]([N:24]4[CH2:25][CH2:26][O:27][CH2:28][CH2:29]4)=[O:23])=[C:17]([C:30](=[O:34])[N:31]([CH3:32])[CH3:33])[CH:16]=3)[CH:13]=2)[NH:8][N:7]=1. The yield is 0.120. (6) The catalyst is CCCCCCC.CCOC(C)=O. The product is [CH3:16][O:15][C:12]1[CH:13]=[CH:14][C:9]2[O:8][CH2:7][C:6](=[O:17])[N:5]([CH2:4][C@H:3]([CH3:18])[CH2:2][N:26]3[CH2:27][CH2:28][CH:23]([O:22][CH2:19][CH2:20][CH3:21])[CH2:24][CH2:25]3)[C:10]=2[CH:11]=1. The reactants are I[CH2:2][C@@H:3]([CH3:18])[CH2:4][N:5]1[C:10]2[CH:11]=[C:12]([O:15][CH3:16])[CH:13]=[CH:14][C:9]=2[O:8][CH2:7][C:6]1=[O:17].[CH2:19]([O:22][CH:23]1[CH2:28][CH2:27][NH:26][CH2:25][CH2:24]1)[CH2:20][CH3:21]. The yield is 0.530. (7) The reactants are [C:1]([C:5]1[CH:10]=[CH:9][C:8]([N+:11]([O-])=O)=[CH:7][C:6]=1[OH:14])([CH3:4])([CH3:3])[CH3:2].C([O-])=O.[NH4+]. The catalyst is CCO.[Pd]. The product is [C:1]([C:5]1[CH:10]=[CH:9][C:8]([NH2:11])=[CH:7][C:6]=1[OH:14])([CH3:4])([CH3:2])[CH3:3]. The yield is 0.870. (8) The reactants are [CH3:1][CH:2]([C:7]([O:9]C)=O)[C:3](OC)=[O:4].[NH2:11][C:12]1[NH:16][N:15]=[C:14]([C:17]2[CH:22]=[CH:21][CH:20]=[CH:19][CH:18]=2)[CH:13]=1.C[O-].[Na+]. The catalyst is CO. The product is [OH:9][C:7]1[N:16]2[N:15]=[C:14]([C:17]3[CH:22]=[CH:21][CH:20]=[CH:19][CH:18]=3)[CH:13]=[C:12]2[NH:11][C:3](=[O:4])[C:2]=1[CH3:1]. The yield is 0.950.